From a dataset of Reaction yield outcomes from USPTO patents with 853,638 reactions. Predict the reaction yield, written as a fraction of the theoretical maximum amount of product (1.0 means a 100% yield; for example, 0.34 means a 34% yield). (1) The reactants are C(=O)([O-])[O-].[K+].[K+].[N+:7]([C:10]1[CH:11]=[CH:12][C:13]2[O:19][CH2:18][CH2:17][CH2:16][NH:15][C:14]=2[CH:20]=1)([O-:9])=[O:8].Br[CH2:22][C:23]([O:25][CH2:26][CH3:27])=[O:24]. The catalyst is CN(C=O)C. The product is [CH2:26]([O:25][C:23](=[O:24])[CH2:22][N:15]1[C:14]2[CH:20]=[C:10]([N+:7]([O-:9])=[O:8])[CH:11]=[CH:12][C:13]=2[O:19][CH2:18][CH2:17][CH2:16]1)[CH3:27]. The yield is 5.00. (2) The reactants are Cl.[Br:2][C:3]1[CH:4]=[C:5]([C@H:9]([NH2:11])[CH3:10])[CH:6]=[N:7][CH:8]=1.C(N(CC)CC)C.[CH2:19]([S:21](Cl)(=[O:23])=[O:22])[CH3:20]. The catalyst is C(Cl)Cl. The product is [Br:2][C:3]1[CH:4]=[C:5]([C@H:9]([NH:11][S:21]([CH2:19][CH3:20])(=[O:23])=[O:22])[CH3:10])[CH:6]=[N:7][CH:8]=1. The yield is 0.780. (3) The reactants are [CH:1]1([NH2:7])[CH2:6][CH2:5][CH2:4][CH2:3][CH2:2]1.C([O:10][C:11]([C:13]1[C:14](=[O:32])[N:15]([CH2:25][C:26]2[CH:31]=[CH:30][CH:29]=[CH:28][CH:27]=2)[C:16]2[C:21]([C:22]=1[OH:23])=[CH:20][C:19]([CH3:24])=[CH:18][CH:17]=2)=O)C. The catalyst is C1(C)C=CC=CC=1.O. The product is [CH:1]1([NH:7][C:11]([C:13]2[C:14](=[O:32])[N:15]([CH2:25][C:26]3[CH:27]=[CH:28][CH:29]=[CH:30][CH:31]=3)[C:16]3[C:21]([C:22]=2[OH:23])=[CH:20][C:19]([CH3:24])=[CH:18][CH:17]=3)=[O:10])[CH2:6][CH2:5][CH2:4][CH2:3][CH2:2]1. The yield is 0.950. (4) The reactants are C([O:8][C:9]1[CH:18]=[C:17]2[C:12]([C:13](=[O:27])[N:14]([CH2:19][O:20][C:21](=[O:26])[C:22]([CH3:25])([CH3:24])[CH3:23])[CH:15]=[N:16]2)=[CH:11][C:10]=1[O:28][CH3:29])C1C=CC=CC=1. The catalyst is [Pd].C(OCC)(=O)C.CN(C=O)C.CO.C(O)(=O)C. The product is [OH:8][C:9]1[CH:18]=[C:17]2[C:12]([C:13](=[O:27])[N:14]([CH2:19][O:20][C:21](=[O:26])[C:22]([CH3:23])([CH3:24])[CH3:25])[CH:15]=[N:16]2)=[CH:11][C:10]=1[O:28][CH3:29]. The yield is 0.800. (5) The product is [NH2:11][C:8]1[CH:7]=[C:4]([CH:3]=[C:2]([Br:1])[C:9]=1[OH:10])[C:5]#[N:6]. The catalyst is CO.[Fe](Cl)(Cl)Cl. The yield is 0.550. The reactants are [Br:1][C:2]1[CH:3]=[C:4]([CH:7]=[C:8]([N+:11]([O-])=O)[C:9]=1[OH:10])[C:5]#[N:6].C.NN. (6) The reactants are [OH:1][C:2]1[CH:3]=[C:4]2[C:9](=[CH:10][CH:11]=1)[N:8]=[CH:7][N:6]([C:12]1[CH:13]=[C:14]([NH:19][C:20](=[O:31])[C:21]3[CH:26]=[CH:25][CH:24]=[C:23]([C:27]([F:30])([F:29])[F:28])[CH:22]=3)[CH:15]=[CH:16][C:17]=1[CH3:18])[C:5]2=[O:32].C(=O)([O-])[O-].[K+].[K+].[I-].[Na+]. The catalyst is CC(C)=O. The product is [CH3:7][N:6]([CH3:12])[CH2:5][CH2:4][O:1][C:2]1[CH:3]=[C:4]2[C:9](=[CH:10][CH:11]=1)[N:8]=[CH:7][N:6]([C:12]1[CH:13]=[C:14]([NH:19][C:20](=[O:31])[C:21]3[CH:26]=[CH:25][CH:24]=[C:23]([C:27]([F:29])([F:30])[F:28])[CH:22]=3)[CH:15]=[CH:16][C:17]=1[CH3:18])[C:5]2=[O:32]. The yield is 0.388.